Predict the reaction yield, written as a fraction of the theoretical maximum amount of product (1.0 means a 100% yield; for example, 0.34 means a 34% yield). From a dataset of Reaction yield outcomes from USPTO patents with 853,638 reactions. (1) The reactants are [CH3:1][N:2]([CH3:21])[CH:3]1[CH2:8][CH2:7][C:6]([C:9]2[C:17]3[C:12](=[CH:13][CH:14]=[C:15]([N+:18]([O-])=O)[CH:16]=3)[NH:11][CH:10]=2)=[CH:5][CH2:4]1.I.CS[C:25]([C:27]1[S:28][CH:29]=[CH:30][CH:31]=1)=[NH:26]. The catalyst is C(O)C.[Pd]. The product is [CH3:1][N:2]([CH3:21])[CH:3]1[CH2:8][CH2:7][CH:6]([C:9]2[C:17]3[C:12](=[CH:13][CH:14]=[C:15]([NH:18][C:25]([C:27]4[S:28][CH:29]=[CH:30][CH:31]=4)=[NH:26])[CH:16]=3)[NH:11][CH:10]=2)[CH2:5][CH2:4]1. The yield is 0.720. (2) The reactants are [F:1][C:2]([F:19])([F:18])[C:3]1[CH:4]=[C:5]([C:9]2([OH:17])[CH2:15][CH:14]3[NH:16][CH:11]([CH2:12][CH2:13]3)[CH2:10]2)[CH:6]=[CH:7][CH:8]=1.[CH3:20][O:21][C:22]1[C:27]2[O:28][C@H:29]([CH2:32]OS(C3C=CC(C)=CC=3)(=O)=O)[CH2:30][O:31][C:26]=2[CH:25]=[CH:24][CH:23]=1. No catalyst specified. The product is [CH3:20][O:21][C:22]1[C:27]2[O:28][C@@H:29]([CH2:32][N:16]3[CH:11]4[CH2:12][CH2:13][CH:14]3[CH2:15][C:9]([C:5]3[CH:6]=[CH:7][CH:8]=[C:3]([C:2]([F:1])([F:18])[F:19])[CH:4]=3)([OH:17])[CH2:10]4)[CH2:30][O:31][C:26]=2[CH:25]=[CH:24][CH:23]=1. The yield is 0.680. (3) The reactants are [CH3:1][C:2]([CH3:21])=[CH:3][C:4]1[CH:5]=[C:6]([CH:11]=[CH:12][C:13]=1[O:14]C1CCCCO1)[C:7]([O:9][CH3:10])=[O:8].CC1C=CC(S([O-])(=O)=O)=CC=1.C1C=C[NH+]=CC=1. The catalyst is CO. The product is [OH:14][C:13]1[CH:12]=[CH:11][C:6]([C:7]([O:9][CH3:10])=[O:8])=[CH:5][C:4]=1[CH:3]=[C:2]([CH3:21])[CH3:1]. The yield is 0.980. (4) The reactants are [C:1]([C:3]1[CH:14]=[CH:13][C:6]([CH2:7][CH:8]([C:11]#[N:12])[C:9]#[N:10])=[CH:5][CH:4]=1)#[N:2].[H-].[Na+].Cl[CH:18]=[CH:19][CH:20]([Cl:22])[Cl:21]. The catalyst is CN(C)C=O. The product is [C:1]([C:3]1[CH:14]=[CH:13][C:6]([CH2:7][C:8]([CH:18]=[CH:19][CH:20]([Cl:22])[Cl:21])([C:11]#[N:12])[C:9]#[N:10])=[CH:5][CH:4]=1)#[N:2]. The yield is 0.290. (5) The reactants are [NH2:1][C:2]1[CH:3]=[C:4](/[CH:8]=[CH:9]\[C:10]2[CH:15]=[C:14]([NH:16][C:17](=[O:23])[O:18][C:19]([CH3:22])([CH3:21])[CH3:20])[CH:13]=[CH:12][N:11]=2)[CH:5]=[CH:6][CH:7]=1.[Cl:24][C:25]1[N:30]=[C:29](Cl)[C:28]([Cl:32])=[CH:27][N:26]=1.C(=O)([O-])[O-].[K+].[K+]. The catalyst is CN(C)C=O. The yield is 0.900. The product is [Cl:24][C:25]1[N:30]=[C:29]([NH:1][C:2]2[CH:3]=[C:4](/[CH:8]=[CH:9]\[C:10]3[CH:15]=[C:14]([NH:16][C:17](=[O:23])[O:18][C:19]([CH3:20])([CH3:22])[CH3:21])[CH:13]=[CH:12][N:11]=3)[CH:5]=[CH:6][CH:7]=2)[C:28]([Cl:32])=[CH:27][N:26]=1. (6) The reactants are [Br:1][C:2]1[CH:3]=[N:4][N:5]2[C:10]([NH:11][CH2:12][CH:13]3[CH2:18][CH2:17][NH:16][CH2:15][CH2:14]3)=[CH:9][C:8]([C:19]3[CH:24]=[CH:23][CH:22]=[CH:21][C:20]=3[Cl:25])=[N:7][C:6]=12.C[Si]([N:30]=[C:31]=[O:32])(C)C. The catalyst is ClCCl. The product is [Br:1][C:2]1[CH:3]=[N:4][N:5]2[C:10]([NH:11][CH2:12][CH:13]3[CH2:14][CH2:15][N:16]([C:31]([NH2:30])=[O:32])[CH2:17][CH2:18]3)=[CH:9][C:8]([C:19]3[CH:24]=[CH:23][CH:22]=[CH:21][C:20]=3[Cl:25])=[N:7][C:6]=12. The yield is 0.860. (7) The reactants are [C:1]([C:3]1[N:7]([CH:8]2[CH2:13][CH2:12][N:11]([C:14]([O:16][CH:17]([CH3:19])[CH3:18])=[O:15])[CH2:10][CH2:9]2)[N:6]=[CH:5][C:4]=1[CH2:20][O:21][C:22]1[CH:27]=[CH:26][C:25]([C:28]2[NH:32][N:31]=[N:30][N:29]=2)=[CH:24][C:23]=1[F:33])#[N:2].[H-].[Na+].I[CH3:37]. The catalyst is O1CCCC1. The product is [C:1]([C:3]1[N:7]([CH:8]2[CH2:9][CH2:10][N:11]([C:14]([O:16][CH:17]([CH3:19])[CH3:18])=[O:15])[CH2:12][CH2:13]2)[N:6]=[CH:5][C:4]=1[CH2:20][O:21][C:22]1[CH:27]=[CH:26][C:25]([C:28]2[N:29]([CH3:37])[N:30]=[N:31][N:32]=2)=[CH:24][C:23]=1[F:33])#[N:2].[C:1]([C:3]1[N:7]([CH:8]2[CH2:9][CH2:10][N:11]([C:14]([O:16][CH:17]([CH3:19])[CH3:18])=[O:15])[CH2:12][CH2:13]2)[N:6]=[CH:5][C:4]=1[CH2:20][O:21][C:22]1[CH:27]=[CH:26][C:25]([C:28]2[N:32]=[N:31][N:30]([CH3:37])[N:29]=2)=[CH:24][C:23]=1[F:33])#[N:2]. The yield is 0.140.